Predict which catalyst facilitates the given reaction. From a dataset of Catalyst prediction with 721,799 reactions and 888 catalyst types from USPTO. (1) Reactant: [CH:1]1([CH:7]([C:19]2[CH:23]=[C:22]([C:24]3[CH:29]=[CH:28][C:27]([O:30][CH3:31])=[CH:26][CH:25]=3)[O:21][C:20]=2[CH3:32])[O:8][C:9]2[CH:18]=[CH:17][C:12]([C:13]([O:15]C)=[O:14])=[CH:11][CH:10]=2)[CH2:6][CH2:5][CH2:4][CH2:3][CH2:2]1.[OH-].[Na+].O.Cl. Product: [CH:1]1([CH:7]([C:19]2[CH:23]=[C:22]([C:24]3[CH:25]=[CH:26][C:27]([O:30][CH3:31])=[CH:28][CH:29]=3)[O:21][C:20]=2[CH3:32])[O:8][C:9]2[CH:18]=[CH:17][C:12]([C:13]([OH:15])=[O:14])=[CH:11][CH:10]=2)[CH2:6][CH2:5][CH2:4][CH2:3][CH2:2]1. The catalyst class is: 111. (2) Reactant: [C:1]([C:3]1[C:4]([O:20][CH2:21][C:22]([O:24]CC)=[O:23])=[N:5][C:6]([NH:9][C:10]2[N:11]=[CH:12][C:13]3[C:18]([CH:19]=2)=[CH:17][CH:16]=[CH:15][CH:14]=3)=[CH:7][N:8]=1)#[N:2].[OH-].[Li+].CO. Product: [C:1]([C:3]1[C:4]([O:20][CH2:21][C:22]([OH:24])=[O:23])=[N:5][C:6]([NH:9][C:10]2[N:11]=[CH:12][C:13]3[C:18]([CH:19]=2)=[CH:17][CH:16]=[CH:15][CH:14]=3)=[CH:7][N:8]=1)#[N:2]. The catalyst class is: 1. (3) Product: [C:1]([O:5][C:6]([N:8]1[CH2:13][CH2:12][CH2:11][CH2:10][CH2:9]1)=[O:7])([CH3:4])([CH3:2])[CH3:3]. Reactant: [C:1]([O:5][C:6]([N:8]1[CH2:13][CH:12]=[CH:11][CH2:10][CH2:9]1)=[O:7])([CH3:4])([CH3:3])[CH3:2]. The catalyst class is: 43. (4) Product: [C:8]([C:10](=[CH:39][CH:40]([CH3:41])[CH3:42])[C:11]([N:13]1[CH2:17][CH2:16][C@@H:18]([N:19]2[C:23]3[CH:24]=[CH:25][CH:26]=[CH:27][C:22]=3[N:21]=[C:20]2[NH:28][C:29]([C:31]2[S:32][C:3]([CH:2]([F:7])[F:1])=[CH:34][CH:35]=2)=[O:30])[CH2:14]1)=[O:12])#[N:9]. The catalyst class is: 3. Reactant: [F:1][C:2]([F:7])(F)[C:3](O)=O.[C:8]([C:10](=[CH:39][CH:40]([CH3:42])[CH3:41])[C:11]([N:13]1[CH2:17][CH2:16]C[C@@H:14]1[CH2:18][N:19]1[C:23]2[CH:24]=[CH:25][CH:26]=[CH:27][C:22]=2[N:21]=[C:20]1[NH:28][C:29]([C:31]1[S:32]C(C(F)F)=[CH:34][CH:35]=1)=[O:30])=[O:12])#[N:9].C(C(=CC(C)C)C(O)=O)#N.CN(C(ON1N=NC2C=CC=NC1=2)=[N+](C)C)C.F[P-](F)(F)(F)(F)F.